From a dataset of NCI-60 drug combinations with 297,098 pairs across 59 cell lines. Regression. Given two drug SMILES strings and cell line genomic features, predict the synergy score measuring deviation from expected non-interaction effect. Drug 2: CC1OCC2C(O1)C(C(C(O2)OC3C4COC(=O)C4C(C5=CC6=C(C=C35)OCO6)C7=CC(=C(C(=C7)OC)O)OC)O)O. Cell line: SK-MEL-5. Synergy scores: CSS=26.3, Synergy_ZIP=0.624, Synergy_Bliss=5.08, Synergy_Loewe=-8.94, Synergy_HSA=1.87. Drug 1: CS(=O)(=O)C1=CC(=C(C=C1)C(=O)NC2=CC(=C(C=C2)Cl)C3=CC=CC=N3)Cl.